This data is from Human Reference Interactome with 51,813 positive PPI pairs across 8,248 proteins, plus equal number of experimentally-validated negative pairs. The task is: Binary Classification. Given two protein amino acid sequences, predict whether they physically interact or not. (1) Protein 1 (ENSG00000203852) has sequence MARTKQTARKSTGGKAPRKQLATKAARKSAPATGGVKKPHRYRPGTVALREIRRYQKSTELLIRKLPFQRLVREIAQDFKTDLRFQSSAVMALQEASEAYLVGLFEDTNLCAIHAKRVTIMPKDIQLARRIRGERA*. Protein 2 (ENSG00000171201) has sequence MKSLTWILGLWALAACFTPGESQRGPRGPYPPGPLAPPQPFGPGFVPPPPPPPYGPGRIPPPPPAPYGPGIFPPPPPQP*. Result: 0 (the proteins do not interact). (2) Protein 1 (ENSG00000148677) has sequence MMVLKVEELVTGKKNGNGEAGEFLPEDFRDGEYEAAVTLEKQEDLKTLLAHPVTLGEQQWKSEKQREAELKKKKLEQRSKLENLEDLEIIIQLKKRKKYRKTKVPVVKEPEPEIITEPVDVPTFLKAALENKLPVVEKFLSDKNNPDVCDEYKRTALHRACLEGHLAIVEKLMEAGAQIEFRDMLESTAIHWASRGGNLDVLKLLLNKGAKISARDKLLSTALHVAVRTGHYECAEHLIACEADLNAKDREGDTPLHDAVRLNRYKMIRLLIMYGADLNIKNCAGKTPMDLVLHWQNGTK.... Protein 2 (ENSG00000052126) has sequence MAADLNLEWISLPRSWTYGITRGGRVFFINEEAKSTTWLHPVTGEAVVTGHRRQSTDLPTGWEEAYTFEGARYYINHNERKVTCKHPVTGQPSQDNCIFVVNEQTVATMTSEEKKERPISMINEASNYNVTSDYAVHPMSPVGRTSRASKKVHNFGKRSNSIKRNPNAPVVRRGWLYKQDSTGMKLWKKRWFVLSDLCLFYYRDEKEEGILGSILLPSFQIALLTSEDHINRKYAFKAAHPNMRTYYFCTDTGKEMELWMKAMLDAALVQTEPVKRVDKITSENAPTKETNNIPNHRVLI.... Result: 0 (the proteins do not interact).